Dataset: Full USPTO retrosynthesis dataset with 1.9M reactions from patents (1976-2016). Task: Predict the reactants needed to synthesize the given product. (1) Given the product [F:22][C:19]1[CH:20]=[CH:21][C:16]([C@@H:14]([NH:13][C:11]2[S:12][C:8]([C:5]3[CH:6]=[CH:7][C:2]([C:44]([O:47][CH3:25])=[O:46])=[CH:3][CH:4]=3)([CH3:24])[C:9](=[O:23])[N:10]=2)[CH3:15])=[CH:17][CH:18]=1, predict the reactants needed to synthesize it. The reactants are: Br[C:2]1[CH:7]=[CH:6][C:5]([C:8]2([CH3:24])[S:12][C:11]([NH:13][C@H:14]([C:16]3[CH:21]=[CH:20][C:19]([F:22])=[CH:18][CH:17]=3)[CH3:15])=[N:10][C:9]2=[O:23])=[CH:4][CH:3]=1.[C:25]1(P(C2C=CC=CC=2)C2C=CC=CC=2)C=CC=CC=1.[C:44]([O-:47])(=[O:46])C.[K+].[C]=O. (2) Given the product [CH2:23]([O:30][C@@H:31]1[C@@H:36]([O:37][CH2:38][C:39]2[CH:44]=[CH:43][CH:42]=[CH:41][CH:40]=2)[C@H:35]([O:45][CH2:46][C:47]2[CH:48]=[CH:49][CH:50]=[CH:51][CH:52]=2)[C@@H:34]([CH2:53][O:54][CH2:55][C:56]2[CH:57]=[CH:58][CH:59]=[CH:60][CH:61]=2)[O:33][C:32]1([C:2]1[CH:7]=[CH:6][C:5]([Cl:8])=[C:4]([CH2:9][C:10]2[CH:15]=[CH:14][C:13]([CH:16]=[CH2:17])=[CH:12][CH:11]=2)[CH:3]=1)[OH:62])[C:24]1[CH:29]=[CH:28][CH:27]=[CH:26][CH:25]=1, predict the reactants needed to synthesize it. The reactants are: Br[C:2]1[CH:7]=[CH:6][C:5]([Cl:8])=[C:4]([CH2:9][C:10]2[CH:15]=[CH:14][C:13]([CH:16]=[CH2:17])=[CH:12][CH:11]=2)[CH:3]=1.[Li]CCCC.[CH2:23]([O:30][C@@H:31]1[C@@H:36]([O:37][CH2:38][C:39]2[CH:44]=[CH:43][CH:42]=[CH:41][CH:40]=2)[C@H:35]([O:45][CH2:46][C:47]2[CH:52]=[CH:51][CH:50]=[CH:49][CH:48]=2)[C@@H:34]([CH2:53][O:54][CH2:55][C:56]2[CH:61]=[CH:60][CH:59]=[CH:58][CH:57]=2)[O:33][C:32]1=[O:62])[C:24]1[CH:29]=[CH:28][CH:27]=[CH:26][CH:25]=1. (3) Given the product [F:3][C:4]1[C:12]([C:13]2[C:21]3[C:20]([NH2:22])=[N:19][CH:18]=[N:17][C:16]=3[N:15]([CH3:23])[CH:14]=2)=[CH:11][CH:10]=[C:9]2[C:5]=1[CH2:6][CH2:7][N:8]2[C:65](=[O:66])[CH2:64][C:61]1[CH:62]=[CH:63][C:58]([F:57])=[CH:59][CH:60]=1, predict the reactants needed to synthesize it. The reactants are: Cl.Cl.[F:3][C:4]1[C:12]([C:13]2[C:21]3[C:20]([NH2:22])=[N:19][CH:18]=[N:17][C:16]=3[N:15]([CH3:23])[CH:14]=2)=[CH:11][CH:10]=[C:9]2[C:5]=1[CH2:6][CH2:7][NH:8]2.CN(C(ON1N=NC2C=CC=NC1=2)=[N+](C)C)C.F[P-](F)(F)(F)(F)F.CCN(C(C)C)C(C)C.[F:57][C:58]1[CH:63]=[CH:62][C:61]([CH2:64][C:65](O)=[O:66])=[CH:60][CH:59]=1. (4) Given the product [CH3:13][O:12][C:10](=[O:11])[CH2:9][C@H:6]1[C:5]2[CH:14]=[CH:15][C:2]([O:1][CH2:40][C:36]3[CH:35]=[C:34]([C:19]4[C:18]([CH2:16][CH3:17])=[CH:23][C:22]([O:24][CH2:25][CH2:26][CH2:27][S:28]([CH3:31])(=[O:29])=[O:30])=[CH:21][C:20]=4[CH2:32][CH3:33])[CH:39]=[CH:38][CH:37]=3)=[CH:3][C:4]=2[O:8][CH2:7]1, predict the reactants needed to synthesize it. The reactants are: [OH:1][C:2]1[CH:15]=[CH:14][C:5]2[C@H:6]([CH2:9][C:10]([O:12][CH3:13])=[O:11])[CH2:7][O:8][C:4]=2[CH:3]=1.[CH2:16]([C:18]1[CH:23]=[C:22]([O:24][CH2:25][CH2:26][CH2:27][S:28]([CH3:31])(=[O:30])=[O:29])[CH:21]=[C:20]([CH2:32][CH3:33])[C:19]=1[C:34]1[CH:39]=[CH:38][CH:37]=[C:36]([CH2:40]O)[CH:35]=1)[CH3:17].C(P(CCCC)CCCC)CCC.N(C(N1CCCCC1)=O)=NC(N1CCCCC1)=O. (5) Given the product [Cl:1][C:23](=[N:22][NH:21][C:18]1[CH:19]=[CH:20][C:15]([O:14][C:13]([F:34])([F:35])[F:12])=[CH:16][CH:17]=1)[C:24]1[CH:33]=[CH:32][C:27]([C:28]([O:30][CH3:31])=[O:29])=[CH:26][CH:25]=1, predict the reactants needed to synthesize it. The reactants are: [Cl:1]N1C(=O)CCC1=O.CSC.[F:12][C:13]([F:35])([F:34])[O:14][C:15]1[CH:20]=[CH:19][C:18]([NH:21]/[N:22]=[CH:23]/[C:24]2[CH:33]=[CH:32][C:27]([C:28]([O:30][CH3:31])=[O:29])=[CH:26][CH:25]=2)=[CH:17][CH:16]=1.